From a dataset of Forward reaction prediction with 1.9M reactions from USPTO patents (1976-2016). Predict the product of the given reaction. (1) Given the reactants [OH:1][C:2]1([C:7]([OH:9])=[O:8])[CH2:6][CH2:5][CH2:4][CH2:3]1.S(=O)(=O)(O)O.[CH3:15]O, predict the reaction product. The product is: [OH:1][C:2]1([C:7]([O:9][CH3:15])=[O:8])[CH2:6][CH2:5][CH2:4][CH2:3]1. (2) Given the reactants [Cl:1][C:2]1[CH:3]=[C:4]([CH:10]([CH3:14])[C:11]([OH:13])=O)[CH:5]=[CH:6][C:7]=1[C:8]#[N:9].[C:15]1([CH3:33])[CH:20]=[CH:19][CH:18]=[C:17]([C:21]2[C:26]([CH2:27][NH2:28])=[CH:25][CH:24]=[C:23]([C:29]([F:32])([F:31])[F:30])[N:22]=2)[CH:16]=1.CN(C)CCCN=C=NCC.ON1C2C=CC=CC=2N=N1.C(N(CC)CC)C, predict the reaction product. The product is: [Cl:1][C:2]1[CH:3]=[C:4]([CH:10]([CH3:14])[C:11]([NH:28][CH2:27][C:26]2[C:21]([C:17]3[CH:16]=[C:15]([CH3:33])[CH:20]=[CH:19][CH:18]=3)=[N:22][C:23]([C:29]([F:32])([F:30])[F:31])=[CH:24][CH:25]=2)=[O:13])[CH:5]=[CH:6][C:7]=1[C:8]#[N:9].